Dataset: Peptide-MHC class I binding affinity with 185,985 pairs from IEDB/IMGT. Task: Regression. Given a peptide amino acid sequence and an MHC pseudo amino acid sequence, predict their binding affinity value. This is MHC class I binding data. The peptide sequence is YHSNVKEL. The MHC is HLA-A03:01 with pseudo-sequence HLA-A03:01. The binding affinity (normalized) is 0.